This data is from Catalyst prediction with 721,799 reactions and 888 catalyst types from USPTO. The task is: Predict which catalyst facilitates the given reaction. (1) Reactant: F[C:2]1[CH:3]=[C:4]2[C:9](=[C:10]([F:12])[CH:11]=1)[C:8](=[O:13])[CH2:7][CH2:6][CH2:5]2.C(N(CC)CC)C.[C:21]1([SH:27])[CH:26]=[CH:25][CH:24]=[CH:23][CH:22]=1.CCCCCCC. Product: [F:12][C:10]1[CH:11]=[C:2]([S:27][C:21]2[CH:26]=[CH:25][CH:24]=[CH:23][CH:22]=2)[CH:3]=[C:4]2[C:9]=1[C:8](=[O:13])[CH2:7][CH2:6][CH2:5]2. The catalyst class is: 395. (2) Reactant: [Cl:1][C:2]1[C:7]([F:8])=[CH:6][CH:5]=[C:4]([NH2:9])[C:3]=1[NH:10][C:11]1[CH:16]=[CH:15][CH:14]=[CH:13][CH:12]=1.[C:17]([O:21][C:22]([NH:24][C@@H:25]([CH3:29])[C:26](O)=O)=[O:23])([CH3:20])([CH3:19])[CH3:18].C1C=NC2N(O)N=NC=2C=1.CN1CCOCC1.Cl.CN(C)CCCN=C=NCC. Product: [C:17]([O:21][C:22](=[O:23])[NH:24][C@H:25]([C:26]1[N:10]([C:11]2[CH:16]=[CH:15][CH:14]=[CH:13][CH:12]=2)[C:3]2[C:2]([Cl:1])=[C:7]([F:8])[CH:6]=[CH:5][C:4]=2[N:9]=1)[CH3:29])([CH3:20])([CH3:19])[CH3:18]. The catalyst class is: 326. (3) Product: [Cl:22][C:23]1[CH:28]=[C:27]([O:18][CH2:17][CH2:16][C@H:15]([CH:12]2[CH2:13][CH2:14][N:9]([C:7]3[O:6][N:5]=[C:4]([CH:1]([CH3:3])[CH3:2])[N:8]=3)[CH2:10][CH2:11]2)[CH3:19])[N:26]=[CH:25][N:24]=1. The catalyst class is: 1. Reactant: [CH:1]([C:4]1[N:8]=[C:7]([N:9]2[CH2:14][CH2:13][CH:12]([C@H:15]([CH3:19])[CH2:16][CH2:17][OH:18])[CH2:11][CH2:10]2)[O:6][N:5]=1)([CH3:3])[CH3:2].[H-].[Na+].[Cl:22][C:23]1[CH:28]=[C:27](Cl)[N:26]=[CH:25][N:24]=1. (4) Product: [CH2:1]([O:8][C:9]1[CH:10]=[CH:11][C:12]([N:15]2[C:19]3=[N:20][CH:21]=[CH:22][C:23]([CH3:24])=[C:18]3[N:17]3[CH:27]=[CH:28][N:25]=[C:16]23)=[CH:13][CH:14]=1)[C:2]1[CH:7]=[CH:6][CH:5]=[CH:4][CH:3]=1. The catalyst class is: 44. Reactant: [CH2:1]([O:8][C:9]1[CH:14]=[CH:13][C:12]([N:15]2[C:19]3=[N:20][CH:21]=[CH:22][C:23]([CH3:24])=[C:18]3[N:17]=[C:16]2[NH2:25])=[CH:11][CH:10]=1)[C:2]1[CH:7]=[CH:6][CH:5]=[CH:4][CH:3]=1.Cl[CH2:27][CH:28]=O.O. (5) Reactant: S(Cl)([Cl:3])=O.O[CH2:6][CH:7]([F:13])[C:8]([O:10][CH2:11][CH3:12])=[O:9].C1(C)C=CC=CC=1. Product: [Cl:3][CH2:6][CH:7]([F:13])[C:8]([O:10][CH2:11][CH3:12])=[O:9]. The catalyst class is: 17. (6) Reactant: [NH2:1][C:2]1[CH:3]=[CH:4][C:5]([O:12][CH3:13])=[C:6]([NH:8][C:9](=[O:11])[CH3:10])[CH:7]=1.[Br:14][C:15]1[CH:20]=[CH:19][C:18]([S:21](Cl)(=[O:23])=[O:22])=[CH:17][C:16]=1[F:25].N1C=CC=CC=1.ClCCl. Product: [Br:14][C:15]1[CH:20]=[CH:19][C:18]([S:21]([NH:1][C:2]2[CH:3]=[CH:4][C:5]([O:12][CH3:13])=[C:6]([NH:8][C:9](=[O:11])[CH3:10])[CH:7]=2)(=[O:23])=[O:22])=[CH:17][C:16]=1[F:25]. The catalyst class is: 5. (7) Reactant: [CH3:1][O:2][C:3]1[C:8]([N+:9]([O-:11])=[O:10])=[CH:7][CH:6]=[CH:5][C:4]=1B1OC(C)(C)C(C)(C)O1.Br[C:22]1[CH:23]=[C:24]([C:27]([OH:29])=[O:28])[S:25][CH:26]=1.C(=O)([O-])[O-].[Na+].[Na+].Cl. Product: [N+:9]([C:8]1[C:3]([O:2][CH3:1])=[C:4]([C:22]2[CH:23]=[C:24]([C:27]([OH:29])=[O:28])[S:25][CH:26]=2)[CH:5]=[CH:6][CH:7]=1)([O-:11])=[O:10]. The catalyst class is: 38. (8) Reactant: [C:1]([O:7][CH2:8][CH3:9])(=[O:6])[CH2:2][C:3]([CH3:5])=O.[Br:10][C:11]1[CH:18]=[CH:17][CH:16]=[CH:15][C:12]=1[CH:13]=O.[CH3:19][O:20][C:21](=[O:26])/[CH:22]=[C:23](\[NH2:25])/[CH3:24].CC(O)=O. Product: [Br:10][C:11]1[CH:18]=[CH:17][CH:16]=[CH:15][C:12]=1[CH:13]1[C:22]([C:21]([O:20][CH3:19])=[O:26])=[C:23]([CH3:24])[NH:25][C:3]([CH3:5])=[C:2]1[C:1]([O:7][CH2:8][CH3:9])=[O:6]. The catalyst class is: 351. (9) Reactant: [CH2:1]([C:8]1[CH:13]=[CH:12][C:11]([NH2:14])=[CH:10][CH:9]=1)[C:2]1[CH:7]=[CH:6][CH:5]=[CH:4][CH:3]=1.[I:15]I.OO.O. Product: [CH2:1]([C:8]1[CH:9]=[CH:10][C:11]([NH2:14])=[C:12]([I:15])[CH:13]=1)[C:2]1[CH:3]=[CH:4][CH:5]=[CH:6][CH:7]=1. The catalyst class is: 5. (10) Reactant: C([O:3][C:4](=[O:15])[CH2:5][O:6][CH2:7][CH2:8][O:9][CH:10]([N:12]=[N+:13]=[N-:14])[CH3:11])C.[OH-].[Na+]. Product: [N:12]([CH:10]([O:9][CH2:8][CH2:7][O:6][CH2:5][C:4]([OH:15])=[O:3])[CH3:11])=[N+:13]=[N-:14]. The catalyst class is: 8.